Dataset: hERG potassium channel inhibition data for cardiac toxicity prediction from Karim et al.. Task: Regression/Classification. Given a drug SMILES string, predict its toxicity properties. Task type varies by dataset: regression for continuous values (e.g., LD50, hERG inhibition percentage) or binary classification for toxic/non-toxic outcomes (e.g., AMES mutagenicity, cardiotoxicity, hepatotoxicity). Dataset: herg_karim. (1) The molecule is Cc1cc(CNc2nc(N)nc3ccn(Cc4ncccc4Cl)c23)no1. The result is 1 (blocker). (2) The drug is CCOC(=O)C(N)c1ccc(C(=O)Nc2cc(-c3cccs3)ccc2N)cc1. The result is 1 (blocker). (3) The drug is CCN1CCN(c2cc3[nH]c(SC4(C)CCC(NC(=O)OC)C4)nc3cc2Cl)CC1. The result is 1 (blocker). (4) The result is 1 (blocker). The drug is CC(=O)C1=NN2c3cc(C)ccc3OC[C@H]2[C@@]1(CCCN(C)C)c1ccccc1. (5) The molecule is Cc1nc2c(Cl)cccc2c(=O)n1-c1ccc(OC2CCN(C3CCC3)CC2)cc1. The result is 1 (blocker). (6) The compound is [NH3+][C@H]1Cn2c(nc3cc(C(F)(F)F)ccc32)C[C@@H]1c1cc(F)c(F)cc1F. The result is 1 (blocker). (7) The drug is C1=C(c2nc(-c3ccccn3)no2)c2ccccc2C12CCN(CC1CCCO1)CC2. The result is 1 (blocker). (8) The drug is Cn1nccc1-c1ccc(OCCCN2CCCCC2)cc1. The result is 1 (blocker). (9) The drug is CN1CCN(Cc2ccc(-c3cnc4[nH]cc(-c5ccc6[nH]ccc6c5)c4c3)cc2)CC1. The result is 0 (non-blocker).